From a dataset of NCI-60 drug combinations with 297,098 pairs across 59 cell lines. Regression. Given two drug SMILES strings and cell line genomic features, predict the synergy score measuring deviation from expected non-interaction effect. (1) Drug 1: C1CN1P(=S)(N2CC2)N3CC3. Drug 2: CCN(CC)CCCC(C)NC1=C2C=C(C=CC2=NC3=C1C=CC(=C3)Cl)OC. Cell line: SF-295. Synergy scores: CSS=13.7, Synergy_ZIP=-0.909, Synergy_Bliss=0.463, Synergy_Loewe=-5.34, Synergy_HSA=-3.25. (2) Drug 1: CC1=CC2C(CCC3(C2CCC3(C(=O)C)OC(=O)C)C)C4(C1=CC(=O)CC4)C. Drug 2: C1C(C(OC1N2C=NC3=C(N=C(N=C32)Cl)N)CO)O. Cell line: COLO 205. Synergy scores: CSS=18.4, Synergy_ZIP=-2.58, Synergy_Bliss=1.30, Synergy_Loewe=-24.7, Synergy_HSA=-0.0775. (3) Drug 1: CC1=C2C(C(=O)C3(C(CC4C(C3C(C(C2(C)C)(CC1OC(=O)C(C(C5=CC=CC=C5)NC(=O)C6=CC=CC=C6)O)O)OC(=O)C7=CC=CC=C7)(CO4)OC(=O)C)O)C)OC(=O)C. Drug 2: C1CC(=O)NC(=O)C1N2C(=O)C3=CC=CC=C3C2=O. Cell line: PC-3. Synergy scores: CSS=18.0, Synergy_ZIP=-4.91, Synergy_Bliss=1.48, Synergy_Loewe=-14.6, Synergy_HSA=1.51. (4) Drug 1: C1=C(C(=O)NC(=O)N1)N(CCCl)CCCl. Drug 2: C1CNP(=O)(OC1)N(CCCl)CCCl. Cell line: SNB-19. Synergy scores: CSS=23.8, Synergy_ZIP=-1.33, Synergy_Bliss=0.687, Synergy_Loewe=-15.3, Synergy_HSA=0.693. (5) Drug 1: CC=C1C(=O)NC(C(=O)OC2CC(=O)NC(C(=O)NC(CSSCCC=C2)C(=O)N1)C(C)C)C(C)C. Drug 2: C(CC(=O)O)C(=O)CN.Cl. Cell line: OVCAR-8. Synergy scores: CSS=32.7, Synergy_ZIP=0.466, Synergy_Bliss=0.485, Synergy_Loewe=-45.0, Synergy_HSA=-0.744.